Dataset: Forward reaction prediction with 1.9M reactions from USPTO patents (1976-2016). Task: Predict the product of the given reaction. (1) Given the reactants [CH2:1]([O:8][C:9]1[CH:33]=[CH:32][C:12]([C:13]([NH:15][CH2:16][C@H:17]2[CH2:22][CH2:21][C@@H:20]([CH2:23][O:24][Si](C(C)(C)C)(C)C)[CH2:19][CH2:18]2)=[O:14])=[CH:11][CH:10]=1)[C:2]1[CH:7]=[CH:6][CH:5]=[CH:4][CH:3]=1.CCCC[N+](CCCC)(CCCC)CCCC.[F-], predict the reaction product. The product is: [CH2:1]([O:8][C:9]1[CH:10]=[CH:11][C:12]([C:13]([NH:15][CH2:16][C@H:17]2[CH2:22][CH2:21][C@@H:20]([CH2:23][OH:24])[CH2:19][CH2:18]2)=[O:14])=[CH:32][CH:33]=1)[C:2]1[CH:3]=[CH:4][CH:5]=[CH:6][CH:7]=1. (2) Given the reactants Cl.Cl.[CH3:3][C:4]1[CH:9]=[CH:8][C:7]([NH2:10])=[C:6]([NH2:11])[CH:5]=1.N[C:13](N)=[O:14], predict the reaction product. The product is: [CH3:3][C:4]1[CH:9]=[CH:8][C:7]2[NH:10][C:13](=[O:14])[NH:11][C:6]=2[CH:5]=1. (3) The product is: [C:35]([O:1][C@H:2]1[CH2:23][CH2:22][C@@:21]2([CH3:24])[C@@H:4]([CH2:5][CH2:6][C@:7]3([CH3:32])[C@@H:20]2[CH2:19][CH:18]=[C:17]2[C@@:8]3([CH3:31])[CH2:9][CH2:10][C@:11]3([CH3:30])[C@H:16]2[CH2:15][C@@:14]([CH3:29])([C:25]([O:27][CH3:28])=[O:26])[CH2:13][CH2:12]3)[C:3]1([CH3:34])[CH3:33])(=[O:37])[CH3:36]. Given the reactants [OH:1][C@H:2]1[CH2:23][CH2:22][C@@:21]2([CH3:24])[C@@H:4]([CH2:5][CH2:6][C@:7]3([CH3:32])[C@@H:20]2[CH2:19][CH:18]=[C:17]2[C@@:8]3([CH3:31])[CH2:9][CH2:10][C@:11]3([CH3:30])[C@H:16]2[CH2:15][C@@:14]([CH3:29])([C:25]([O:27][CH3:28])=[O:26])[CH2:13][CH2:12]3)[C:3]1([CH3:34])[CH3:33].[C:35](Cl)(=[O:37])[CH3:36], predict the reaction product. (4) Given the reactants [Cl-].[Al+3].[Cl-].[Cl-].[C:5]([C:9]1[CH:14]=[CH:13][CH:12]=[CH:11][C:10]=1[OH:15])([CH3:8])([CH3:7])[CH3:6].[C:16](Cl)(=[O:18])[CH3:17], predict the reaction product. The product is: [C:5]([C:9]1[CH:14]=[C:13]([C:16](=[O:18])[CH3:17])[CH:12]=[CH:11][C:10]=1[OH:15])([CH3:8])([CH3:6])[CH3:7]. (5) Given the reactants Br[C:2]1[C:3]2[N:4]([N:8]=[C:9]([NH:11][C:12]3[CH:28]=[CH:27][C:15]([C:16]([N:18]([CH3:26])[CH:19]4[CH2:24][CH2:23][N:22]([CH3:25])[CH2:21][CH2:20]4)=[O:17])=[CH:14][CH:13]=3)[N:10]=2)[CH:5]=[CH:6][CH:7]=1.CC1(C)C(C)(C)OB([C:37]2[CH2:42][CH2:41][N:40]([C:43]([O:45][C:46]([CH3:49])([CH3:48])[CH3:47])=[O:44])[CH2:39][CH:38]=2)O1.C(=O)([O-])[O-].[Na+].[Na+], predict the reaction product. The product is: [CH3:26][N:18]([CH:19]1[CH2:24][CH2:23][N:22]([CH3:25])[CH2:21][CH2:20]1)[C:16]([C:15]1[CH:27]=[CH:28][C:12]([NH:11][C:9]2[N:10]=[C:3]3[C:2]([C:37]4[CH2:42][CH2:41][N:40]([C:43]([O:45][C:46]([CH3:49])([CH3:48])[CH3:47])=[O:44])[CH2:39][CH:38]=4)=[CH:7][CH:6]=[CH:5][N:4]3[N:8]=2)=[CH:13][CH:14]=1)=[O:17]. (6) Given the reactants [Cl:1][C:2]1[CH:3]=[CH:4][C:5]([NH:12][CH:13]2[CH2:18][CH2:17][CH2:16][CH2:15][CH2:14]2)=[C:6]([CH:11]=1)[C:7]([O:9]C)=[O:8].[OH-].[Na+], predict the reaction product. The product is: [Cl:1][C:2]1[CH:3]=[CH:4][C:5]([NH:12][CH:13]2[CH2:14][CH2:15][CH2:16][CH2:17][CH2:18]2)=[C:6]([CH:11]=1)[C:7]([OH:9])=[O:8]. (7) Given the reactants [C:1]([O:4][C@@H:5]1[C@@H:10]([O:11][C:12](=[O:14])[CH3:13])[C@H:9]([O:15][C:16](=[O:18])[CH3:17])[C@@H:8]([CH2:19][O:20][C:21](=[O:23])[CH3:22])[O:7][C@H:6]1[O:24][C:25]1[C:29]([CH2:30][C:31]2[CH:36]=[CH:35][C:34]([O:37][CH2:38][CH2:39][CH2:40][OH:41])=[CH:33][C:32]=2[CH3:42])=[C:28]([CH:43]([CH3:45])[CH3:44])[NH:27][N:26]=1)(=[O:3])[CH3:2].C(N(CC)CC)C.[CH3:53][S:54](Cl)(=[O:56])=[O:55].Cl, predict the reaction product. The product is: [C:1]([O:4][C@@H:5]1[C@@H:10]([O:11][C:12](=[O:14])[CH3:13])[C@H:9]([O:15][C:16](=[O:18])[CH3:17])[C@@H:8]([CH2:19][O:20][C:21](=[O:23])[CH3:22])[O:7][C@H:6]1[O:24][C:25]1[C:29]([CH2:30][C:31]2[CH:36]=[CH:35][C:34]([O:37][CH2:38][CH2:39][CH2:40][O:41][S:54]([CH3:53])(=[O:56])=[O:55])=[CH:33][C:32]=2[CH3:42])=[C:28]([CH:43]([CH3:45])[CH3:44])[NH:27][N:26]=1)(=[O:3])[CH3:2]. (8) The product is: [F:4][C:5]1[CH:12]=[CH:11][CH:10]=[C:9]([OH:13])[C:6]=1[C:7]#[N:2]. Given the reactants Cl.[NH2:2]O.[F:4][C:5]1[CH:12]=[CH:11][CH:10]=[C:9]([OH:13])[C:6]=1[CH:7]=O, predict the reaction product.